From a dataset of Catalyst prediction with 721,799 reactions and 888 catalyst types from USPTO. Predict which catalyst facilitates the given reaction. (1) Reactant: C([O:5][C:6](=[O:21])[CH2:7][C:8](=[O:20])[CH2:9][CH:10](O)[CH2:11][CH2:12][C:13]1[CH:18]=[CH:17][CH:16]=[CH:15][CH:14]=1)(C)(C)C.C(O)(C(F)(F)F)=O. Product: [CH2:11]([CH:10]1[O:21][C:6](=[O:5])[CH2:7][C:8](=[O:20])[CH2:9]1)[CH2:12][C:13]1[CH:14]=[CH:15][CH:16]=[CH:17][CH:18]=1. The catalyst class is: 2. (2) Reactant: [S:1]([O:5][CH2:6][CH2:7][CH2:8][CH2:9][CH2:10][CH2:11][CH2:12][CH2:13][CH2:14][CH2:15][CH2:16][F:17])(=[O:4])(=[O:3])[CH3:2].[C:18]1([P:24]([C:31]2[CH:36]=[CH:35][CH:34]=[CH:33][CH:32]=2)[C:25]2[CH:30]=[CH:29][CH:28]=[CH:27][CH:26]=2)[CH:23]=[CH:22][CH:21]=[CH:20][CH:19]=1. Product: [S:1]([O-:5])(=[O:4])(=[O:3])[CH3:2].[F:17][CH2:16][CH2:15][CH2:14][CH2:13][CH2:12][CH2:11][CH2:10][CH2:9][CH2:8][CH2:7][CH2:6][P+:24]([C:25]1[CH:26]=[CH:27][CH:28]=[CH:29][CH:30]=1)([C:31]1[CH:36]=[CH:35][CH:34]=[CH:33][CH:32]=1)[C:18]1[CH:19]=[CH:20][CH:21]=[CH:22][CH:23]=1. The catalyst class is: 2. (3) Reactant: Br[C:2]1[CH:7]=[CH:6][C:5]([CH:8]([CH3:17])[CH2:9][NH:10][S:11]([CH:14]([CH3:16])[CH3:15])(=[O:13])=[O:12])=[CH:4][CH:3]=1.[S:18]1[CH:22]=[CH:21][CH:20]=[C:19]1B(O)O.C(=O)([O-])[O-].[K+].[K+]. Product: [S:18]1[CH:22]=[CH:21][CH:20]=[C:19]1[C:2]1[CH:7]=[CH:6][C:5]([CH:8]([CH3:17])[CH2:9][NH:10][S:11]([CH:14]([CH3:16])[CH3:15])(=[O:13])=[O:12])=[CH:4][CH:3]=1. The catalyst class is: 70.